This data is from Reaction yield outcomes from USPTO patents with 853,638 reactions. The task is: Predict the reaction yield, written as a fraction of the theoretical maximum amount of product (1.0 means a 100% yield; for example, 0.34 means a 34% yield). (1) The reactants are [C:1]([NH:4][C:5]1[NH:6][C:7](=[O:33])[C:8]2[S:13][C:12](=[O:14])[N:11]([C@@H:15]3[O:27][C@H:26]([CH2:28][O:29][C:30](=[O:32])[CH3:31])[C@@H:21]([O:22][C:23](=[O:25])[CH3:24])[C@H:16]3[O:17][C:18](=[O:20])[CH3:19])[C:9]=2[N:10]=1)(=[O:3])[CH3:2].[CH:34]1[CH:39]=CC(P(C2C=CC=CC=2)C2C=CC=CC=2)=C[CH:35]=1.C(O)(C)C.N(C(OCC)=O)=NC(OCC)=O. The catalyst is C1COCC1. The product is [C:1]([NH:4][C:5]1[N:6]=[C:7]([O:33][CH:34]([CH3:39])[CH3:35])[C:8]2[S:13][C:12](=[O:14])[N:11]([C@@H:15]3[O:27][C@H:26]([CH2:28][O:29][C:30](=[O:32])[CH3:31])[C@@H:21]([O:22][C:23](=[O:25])[CH3:24])[C@H:16]3[O:17][C:18](=[O:20])[CH3:19])[C:9]=2[N:10]=1)(=[O:3])[CH3:2]. The yield is 0.649. (2) The reactants are Cl[C:2]1[N:3]=[C:4]([O:29][CH:30]2[CH2:35][CH2:34][C:33]([CH3:37])([OH:36])[CH2:32][CH2:31]2)[C:5]2[C:10]([C:11]3[CH:20]=[CH:19][C:14]4[N:15]=[C:16]([CH3:18])[O:17][C:13]=4[CH:12]=3)=[CH:9][N:8]([CH2:21][O:22][CH2:23][CH2:24][Si:25]([CH3:28])([CH3:27])[CH3:26])[C:6]=2[N:7]=1.[NH2:38][C:39]1[CH:48]=[CH:47][C:42]([C:43]([NH:45][CH3:46])=[O:44])=[CH:41][C:40]=1[CH3:49].C(=O)([O-])[O-].[Cs+].[Cs+].C1(P(C2C=CC=CC=2)C2C=CC3C(=CC=CC=3)C=2C2C3C(=CC=CC=3)C=CC=2P(C2C=CC=CC=2)C2C=CC=CC=2)C=CC=CC=1. The catalyst is O1CCOCC1.C([O-])(=O)C.[Pd+2].C([O-])(=O)C. The product is [OH:36][C:33]1([CH3:37])[CH2:34][CH2:35][CH:30]([O:29][C:4]2[C:5]3[C:10]([C:11]4[CH:20]=[CH:19][C:14]5[N:15]=[C:16]([CH3:18])[O:17][C:13]=5[CH:12]=4)=[CH:9][N:8]([CH2:21][O:22][CH2:23][CH2:24][Si:25]([CH3:28])([CH3:27])[CH3:26])[C:6]=3[N:7]=[C:2]([NH:38][C:39]3[CH:48]=[CH:47][C:42]([C:43]([NH:45][CH3:46])=[O:44])=[CH:41][C:40]=3[CH3:49])[N:3]=2)[CH2:31][CH2:32]1. The yield is 1.00. (3) The reactants are O[CH:2]([C:10]1[CH:15]=[CH:14][C:13]([C:16]([F:19])([F:18])[F:17])=[CH:12][N:11]=1)[C:3](=[CH2:9])[C:4]([O:6][CH2:7][CH3:8])=[O:5]. The catalyst is C(OC(=O)C)(=O)C. The product is [F:17][C:16]([F:19])([F:18])[C:13]1[CH:14]=[CH:15][C:10]2[N:11]([CH:9]=[C:3]([C:4]([O:6][CH2:7][CH3:8])=[O:5])[CH:2]=2)[CH:12]=1. The yield is 0.600. (4) The reactants are [OH:1][C:2]1[CH:12]=[CH:11][CH:10]=[C:4]2[C:5]([O:7][C:8](=[O:9])[C:3]=12)=[O:6].CN(C)CCN(C)C.[S:21]1[CH:25]=[CH:24][CH:23]=[CH:22]1. The catalyst is C(Cl)Cl. The product is [OH:1][C:2]1[CH:12]=[CH:11][CH:10]=[C:4]([C:5](=[O:6])[C:22]2[S:21][CH:25]=[CH:24][CH:23]=2)[C:3]=1[C:8]([OH:7])=[O:9]. The yield is 0.580. (5) The reactants are Br[C:2]1[CH:10]=[C:9]2[C:5]([CH:6]=[CH:7][NH:8]2)=[CH:4][CH:3]=1.[Li]C(C)(C)C.[CH3:16][S:17]SC. The catalyst is C1COCC1. The product is [CH3:16][S:17][C:2]1[CH:10]=[C:9]2[C:5]([CH:6]=[CH:7][NH:8]2)=[CH:4][CH:3]=1. The yield is 0.937. (6) The reactants are CC(C)COC(=O)[NH:6][C:7]1[CH:12]=[CH:11][CH:10]=[C:9]([F:13])[CH:8]=1.[C:16]([O:19][C@H:20]([CH2:26]Cl)[CH2:21][NH:22][C:23](=[O:25])[CH3:24])(=[O:18])C.CO.[Cl-].[NH4+]. The catalyst is CCCCCCC.C1(C)C=CC=CC=1.O.CN(C)C=O. The product is [F:13][C:9]1[CH:8]=[C:7]([N:6]2[CH2:26][C@H:20]([CH2:21][NH:22][C:23](=[O:25])[CH3:24])[O:19][C:16]2=[O:18])[CH:12]=[CH:11][CH:10]=1. The yield is 0.630.